Dataset: NCI-60 drug combinations with 297,098 pairs across 59 cell lines. Task: Regression. Given two drug SMILES strings and cell line genomic features, predict the synergy score measuring deviation from expected non-interaction effect. Drug 1: CC(C1=C(C=CC(=C1Cl)F)Cl)OC2=C(N=CC(=C2)C3=CN(N=C3)C4CCNCC4)N. Drug 2: C1=CC(=CC=C1C#N)C(C2=CC=C(C=C2)C#N)N3C=NC=N3. Cell line: SNB-75. Synergy scores: CSS=2.02, Synergy_ZIP=-1.37, Synergy_Bliss=-1.95, Synergy_Loewe=-2.49, Synergy_HSA=-2.46.